From a dataset of Catalyst prediction with 721,799 reactions and 888 catalyst types from USPTO. Predict which catalyst facilitates the given reaction. (1) Reactant: [N-:1]=[N+:2]=[N-:3].[Na+].[CH3:5][O:6][C:7]([C@@H:9]1[C@H:13]([CH2:14]I)[CH2:12][CH2:11][N:10]1[C@H:16]([C:18]1[CH:23]=[CH:22][CH:21]=[CH:20][CH:19]=1)[CH3:17])=[O:8]. Product: [CH3:5][O:6][C:7]([C@@H:9]1[C@H:13]([CH2:14][N:1]=[N+:2]=[N-:3])[CH2:12][CH2:11][N:10]1[C@H:16]([C:18]1[CH:19]=[CH:20][CH:21]=[CH:22][CH:23]=1)[CH3:17])=[O:8]. The catalyst class is: 3. (2) Reactant: Cl.[NH2:2][CH2:3][C:4]1[CH:5]=[C:6]([CH2:12][CH:13]([CH2:19][CH3:20])[C:14]([O:16][CH2:17][CH3:18])=[O:15])[CH:7]=[CH:8][C:9]=1[O:10][CH3:11].C(N(CC)CC)C.C(Cl)(=O)OCC.[N:34]1[CH:39]=[CH:38][CH:37]=[CH:36][C:35]=1[O:40][C:41]1[CH:49]=[CH:48][C:44]([C:45](O)=[O:46])=[CH:43][CH:42]=1. Product: [N:34]1[CH:39]=[CH:38][CH:37]=[CH:36][C:35]=1[O:40][C:41]1[CH:49]=[CH:48][C:44]([C:45]([NH:2][CH2:3][C:4]2[CH:5]=[C:6]([CH2:12][CH:13]([CH2:19][CH3:20])[C:14]([O:16][CH2:17][CH3:18])=[O:15])[CH:7]=[CH:8][C:9]=2[O:10][CH3:11])=[O:46])=[CH:43][CH:42]=1. The catalyst class is: 2. (3) Reactant: [OH:1][C:2]1[CH:10]=[C:9]2[C:5]([CH:6]=[C:7]([C:11]([OH:13])=[O:12])[NH:8]2)=[CH:4][CH:3]=1.N1C=CN=C1.[CH3:19][C:20]([Si:23](Cl)([CH3:25])[CH3:24])([CH3:22])[CH3:21]. Product: [C:20]([Si:23]([CH3:25])([CH3:24])[O:1][C:2]1[CH:10]=[C:9]2[C:5]([CH:6]=[C:7]([C:11]([OH:13])=[O:12])[NH:8]2)=[CH:4][CH:3]=1)([CH3:22])([CH3:21])[CH3:19]. The catalyst class is: 1.